Dataset: Catalyst prediction with 721,799 reactions and 888 catalyst types from USPTO. Task: Predict which catalyst facilitates the given reaction. (1) Reactant: [H-].[H-].[H-].[H-].[Li+].[Al+3].[F:7][C:8]1[CH:13]=[C:12]([NH:14][C:15]([O:17][CH:18]([CH3:20])[CH3:19])=[O:16])[CH:11]=[C:10]([F:21])[C:9]=1/[CH:22]=[CH:23]/[C:24](OC)=[O:25]. Product: [F:7][C:8]1[CH:13]=[C:12]([NH:14][C:15](=[O:16])[O:17][CH:18]([CH3:19])[CH3:20])[CH:11]=[C:10]([F:21])[C:9]=1/[CH:22]=[CH:23]/[CH2:24][OH:25]. The catalyst class is: 1. (2) Reactant: [CH2:1]([O:3][C:4](=[O:9])[CH2:5][CH2:6][CH2:7]Br)[CH3:2].[CH:10]1([NH2:16])[CH2:15][CH2:14][CH2:13][CH2:12][CH2:11]1. Product: [CH2:1]([O:3][C:4](=[O:9])[CH2:5][CH2:6][CH2:7][NH:16][CH:10]1[CH2:15][CH2:14][CH2:13][CH2:12][CH2:11]1)[CH3:2]. The catalyst class is: 8. (3) Reactant: FC(F)(F)S(O[C:7]1[C:11]2[C:12]([O:16][CH3:17])=[N:13][CH:14]=[CH:15][C:10]=2[N:9]([CH:18]2[CH2:22][CH2:21][CH2:20][CH2:19]2)[N:8]=1)(=O)=O.[NH2:25][C:26]1[CH:31]=[CH:30][CH:29]=[CH:28][CH:27]=1.CC(C)([O-])C.[Na+]. Product: [CH:18]1([N:9]2[C:10]3[CH:15]=[CH:14][N:13]=[C:12]([O:16][CH3:17])[C:11]=3[C:7]([NH:25][C:26]3[CH:31]=[CH:30][CH:29]=[CH:28][CH:27]=3)=[N:8]2)[CH2:22][CH2:21][CH2:20][CH2:19]1. The catalyst class is: 101. (4) Reactant: [Cl:1][C:2]1[CH:7]=[C:6]([F:8])[CH:5]=[CH:4][C:3]=1[CH3:9].[Br:10]Br. Product: [Br:10][C:5]1[C:6]([F:8])=[CH:7][C:2]([Cl:1])=[C:3]([CH3:9])[CH:4]=1. The catalyst class is: 292. (5) Product: [Cl:16][CH2:17][CH2:18][CH2:19][CH2:20][N:10]1[C:9]2[CH:13]=[C:5]([C:3]([O:2][CH3:1])=[O:4])[CH:6]=[CH:7][C:8]=2[N:12]=[CH:11]1. The catalyst class is: 689. Reactant: [CH3:1][O:2][C:3]([C:5]1[CH:6]=[CH:7][C:8]2[N:12]=[CH:11][NH:10][C:9]=2[CH:13]=1)=[O:4].[OH-].[Na+].[Cl:16][CH2:17][CH2:18][CH2:19][CH2:20]Br. (6) Reactant: [O:1]=[C:2]1[CH2:7][O:6][C:5]2[N:8]=[C:9]([C:18]3[CH:23]=[CH:22][C:21]([C:24]4([NH:28][C:29](=[O:35])[O:30][C:31]([CH3:34])([CH3:33])[CH3:32])[CH2:27][CH2:26][CH2:25]4)=[CH:20][CH:19]=3)[C:10]([C:12]3[CH:17]=[CH:16][CH:15]=[CH:14][CH:13]=3)=[CH:11][C:4]=2[NH:3]1.[H-].[Na+].Cl.Cl[CH2:40][C:41]1[NH:45][CH:44]=[N:43][CH:42]=1.N1C=CN=C1. Product: [C:31]([O:30][C:29](=[O:35])[NH:28][C:24]1([C:21]2[CH:22]=[CH:23][C:18]([C:9]3[C:10]([C:12]4[CH:13]=[CH:14][CH:15]=[CH:16][CH:17]=4)=[CH:11][C:4]4[N:3]([CH2:40][C:41]5[NH:45][CH:44]=[N:43][CH:42]=5)[C:2](=[O:1])[CH2:7][O:6][C:5]=4[N:8]=3)=[CH:19][CH:20]=2)[CH2:25][CH2:26][CH2:27]1)([CH3:32])([CH3:34])[CH3:33]. The catalyst class is: 3. (7) Reactant: FC(F)(F)C(O)=O.COC[O:11][C:12]1[CH:17]=[C:16]([C:18]([F:21])([F:20])[F:19])[CH:15]=[CH:14][C:13]=1[C:22]1[N:27]=[CH:26][N:25]=[C:24]([O:28][C:29]2[C:34]3[N:35]=[C:36]([NH:38][C:39](=[O:41])[CH3:40])[S:37][C:33]=3[CH:32]=[CH:31][CH:30]=2)[CH:23]=1. Product: [OH:11][C:12]1[CH:17]=[C:16]([C:18]([F:21])([F:19])[F:20])[CH:15]=[CH:14][C:13]=1[C:22]1[N:27]=[CH:26][N:25]=[C:24]([O:28][C:29]2[C:34]3[N:35]=[C:36]([NH:38][C:39](=[O:41])[CH3:40])[S:37][C:33]=3[CH:32]=[CH:31][CH:30]=2)[CH:23]=1. The catalyst class is: 4.